From a dataset of Full USPTO retrosynthesis dataset with 1.9M reactions from patents (1976-2016). Predict the reactants needed to synthesize the given product. Given the product [N:1]1([C:6]2[CH:7]=[CH:8][C:9]([N:12]3[CH2:16][CH2:15][C:14]4([CH2:21][CH2:20][N:19]([CH2:34][C@@H:32]([C:31]5[C:23]([CH3:22])=[C:24]6[C:28](=[CH:29][CH:30]=5)[C:27](=[O:35])[O:26][CH2:25]6)[OH:33])[CH2:18][CH2:17]4)[CH2:13]3)=[N:10][CH:11]=2)[CH:5]=[N:4][N:3]=[N:2]1, predict the reactants needed to synthesize it. The reactants are: [N:1]1([C:6]2[CH:7]=[CH:8][C:9]([N:12]3[CH2:16][CH2:15][C:14]4([CH2:21][CH2:20][NH:19][CH2:18][CH2:17]4)[CH2:13]3)=[N:10][CH:11]=2)[CH:5]=[N:4][N:3]=[N:2]1.[CH3:22][C:23]1[C:31]([C@@H:32]2[CH2:34][O:33]2)=[CH:30][CH:29]=[C:28]2[C:24]=1[CH2:25][O:26][C:27]2=[O:35].